From a dataset of Catalyst prediction with 721,799 reactions and 888 catalyst types from USPTO. Predict which catalyst facilitates the given reaction. Reactant: [NH:1]1[CH2:5][CH2:4][CH:3]([OH:6])[CH2:2]1.[C:7](O[C:7]([O:9][C:10]([CH3:13])([CH3:12])[CH3:11])=[O:8])([O:9][C:10]([CH3:13])([CH3:12])[CH3:11])=[O:8].C(=O)(O)[O-].[Na+]. Product: [OH:6][CH:3]1[CH2:4][CH2:5][N:1]([C:7]([O:9][C:10]([CH3:13])([CH3:12])[CH3:11])=[O:8])[CH2:2]1. The catalyst class is: 38.